This data is from Forward reaction prediction with 1.9M reactions from USPTO patents (1976-2016). The task is: Predict the product of the given reaction. (1) Given the reactants [OH:1][C:2]1[CH:7]=[CH:6][C:5]([C:8]2[CH:13]=[CH:12][C:11]([CH:14]=O)=[C:10]([O:16][CH3:17])[CH:9]=2)=[CH:4][CH:3]=1.Cl.[NH2:19][OH:20], predict the reaction product. The product is: [OH:1][C:2]1[CH:7]=[CH:6][C:5]([C:8]2[CH:13]=[CH:12][C:11]([CH:14]=[N:19][OH:20])=[C:10]([O:16][CH3:17])[CH:9]=2)=[CH:4][CH:3]=1. (2) Given the reactants [Cl:1][C:2]1[CH:7]=[CH:6][CH:5]=[C:4]([N+:8]([O-:10])=[O:9])[C:3]=1F.[C:12]1([NH2:18])[CH:17]=[CH:16][CH:15]=[CH:14][CH:13]=1, predict the reaction product. The product is: [Cl:1][C:2]1[CH:7]=[CH:6][CH:5]=[C:4]([N+:8]([O-:10])=[O:9])[C:3]=1[NH:18][C:12]1[CH:17]=[CH:16][CH:15]=[CH:14][CH:13]=1.